This data is from TCR-epitope binding with 47,182 pairs between 192 epitopes and 23,139 TCRs. The task is: Binary Classification. Given a T-cell receptor sequence (or CDR3 region) and an epitope sequence, predict whether binding occurs between them. (1) The epitope is GLCTLVAML. The TCR CDR3 sequence is CSVDGGTTNTGELFF. Result: 1 (the TCR binds to the epitope). (2) The epitope is KRWIILGLNK. The TCR CDR3 sequence is CASSVWGTDTQYF. Result: 0 (the TCR does not bind to the epitope).